Dataset: Peptide-MHC class II binding affinity with 134,281 pairs from IEDB. Task: Regression. Given a peptide amino acid sequence and an MHC pseudo amino acid sequence, predict their binding affinity value. This is MHC class II binding data. (1) The peptide sequence is AVFEAALTKAITA. The MHC is DRB1_0101 with pseudo-sequence DRB1_0101. The binding affinity (normalized) is 0.260. (2) The peptide sequence is AEFKSRFYEWGEEVP. The MHC is DRB1_0101 with pseudo-sequence DRB1_0101. The binding affinity (normalized) is 0. (3) The peptide sequence is PKYVKQQTLKLAT. The MHC is DRB1_0101 with pseudo-sequence DRB1_0101. The binding affinity (normalized) is 0.723. (4) The peptide sequence is VSGAAVVSGFVVASL. The MHC is DRB1_1501 with pseudo-sequence DRB1_1501. The binding affinity (normalized) is 0.401. (5) The peptide sequence is PALLALLALPALLLL. The MHC is DRB1_1201 with pseudo-sequence DRB1_1201. The binding affinity (normalized) is 0.379. (6) The peptide sequence is IHHQHVQDCDESVLT. The MHC is HLA-DQA10201-DQB10303 with pseudo-sequence HLA-DQA10201-DQB10303. The binding affinity (normalized) is 0.161.